Dataset: Full USPTO retrosynthesis dataset with 1.9M reactions from patents (1976-2016). Task: Predict the reactants needed to synthesize the given product. (1) Given the product [ClH:1].[Cl:1][C:2]1[CH:14]=[C:13]2[C:5]([CH2:6][CH2:7][C:8]32[CH2:12][CH2:11][N:10]([CH2:24][CH2:25][CH2:26][S:27][C:28]2[N:29]([CH3:40])[C:30]([C:33]4[S:37][C:36]([CH3:38])=[N:35][C:34]=4[CH3:39])=[N:31][N:32]=2)[CH2:9]3)=[CH:4][CH:3]=1, predict the reactants needed to synthesize it. The reactants are: [Cl:1][C:2]1[CH:14]=[C:13]2[C:5]([CH2:6][CH2:7][C:8]32[CH2:12][CH2:11][NH:10][CH2:9]3)=[CH:4][CH:3]=1.C([O-])([O-])=O.[K+].[K+].[I-].[Na+].Cl[CH2:24][CH2:25][CH2:26][S:27][C:28]1[N:29]([CH3:40])[C:30]([C:33]2[S:37][C:36]([CH3:38])=[N:35][C:34]=2[CH3:39])=[N:31][N:32]=1. (2) Given the product [ClH:30].[ClH:30].[C:25]([NH:28][N:29]=[CH:7][C:6]1[CH:9]=[CH:10][C:3]([O:2][CH2:1][CH2:13][O:14][C:15]2[CH:22]=[CH:21][C:18]([CH:19]=[N:29][NH:28][C:25](=[NH:26])[NH2:27])=[CH:17][C:16]=2[O:23][CH3:24])=[C:4]([O:11][CH3:12])[CH:5]=1)(=[NH:27])[NH2:26], predict the reactants needed to synthesize it. The reactants are: [CH2:1]([CH2:13][O:14][C:15]1[CH:22]=[CH:21][C:18]([CH:19]=O)=[CH:17][C:16]=1[O:23][CH3:24])[O:2][C:3]1[CH:10]=[CH:9][C:6]([CH:7]=O)=[CH:5][C:4]=1[O:11][CH3:12].[C:25]([NH:28][NH2:29])([NH2:27])=[NH:26].[ClH:30]. (3) The reactants are: [CH3:1][O:2][C:3](=[O:32])[C@H:4]([CH2:28][CH2:29][S:30][CH3:31])[NH:5][C:6](=[O:27])[C:7]1[CH:12]=[CH:11][C:10]([CH2:13][NH:14][C:15]2[CH:16]=[N:17][CH:18]=[CH:19][CH:20]=2)=[CH:9][C:8]=1[C:21]1[CH:26]=[CH:25][CH:24]=[CH:23][CH:22]=1.[ClH:33]. Given the product [ClH:33].[CH3:1][O:2][C:3](=[O:32])[C@H:4]([CH2:28][CH2:29][S:30][CH3:31])[NH:5][C:6](=[O:27])[C:7]1[CH:12]=[CH:11][C:10]([CH2:13][NH:14][C:15]2[CH:16]=[N:17][CH:18]=[CH:19][CH:20]=2)=[CH:9][C:8]=1[C:21]1[CH:26]=[CH:25][CH:24]=[CH:23][CH:22]=1, predict the reactants needed to synthesize it. (4) Given the product [F:21][C:2]([F:20])([F:1])[C:3]1[CH:8]=[CH:7][CH:6]=[CH:5][C:4]=1[C:9]1[C:17]2[O:16][CH:15]([CH2:18][NH:19][C:32](=[O:33])[O:34][CH2:35][C:36]3[CH:41]=[CH:40][CH:39]=[CH:38][CH:37]=3)[CH2:14][C:13]=2[CH:12]=[CH:11][CH:10]=1, predict the reactants needed to synthesize it. The reactants are: [F:1][C:2]([F:21])([F:20])[C:3]1[CH:8]=[CH:7][CH:6]=[CH:5][C:4]=1[C:9]1[C:17]2[O:16][CH:15]([CH2:18][NH2:19])[CH2:14][C:13]=2[CH:12]=[CH:11][CH:10]=1.C(N(C(C)C)CC)(C)C.Cl[C:32]([O:34][CH2:35][C:36]1[CH:41]=[CH:40][CH:39]=[CH:38][CH:37]=1)=[O:33].C(OC(=O)NCC1CC2C=CC=C(C3CCCC3)C=2O1)C1C=CC=CC=1. (5) Given the product [CH2:12]([O:9][C:8]([C:7]1[CH:6]=[CH:5][N:4]=[N:3][C:2]=1[NH2:1])=[O:10])[CH3:13], predict the reactants needed to synthesize it. The reactants are: [NH2:1][C:2]1[N:3]=[N:4][CH:5]=[CH:6][C:7]=1[C:8]([OH:10])=[O:9].Cl.[C:12]1(C)C=CC(S(Cl)(=O)=O)=C[CH:13]=1. (6) Given the product [C:16]1([CH2:22][CH2:23][NH:15][CH2:14][CH2:13][CH2:12][NH:11][C:2]2[CH:3]=[CH:4][C:5]3[C:10](=[CH:9][CH:8]=[CH:7][CH:6]=3)[N:1]=2)[CH:21]=[CH:20][CH:19]=[CH:18][CH:17]=1, predict the reactants needed to synthesize it. The reactants are: [N:1]1[C:10]2[C:5](=[CH:6][CH:7]=[CH:8][CH:9]=2)[CH:4]=[CH:3][C:2]=1[NH:11][CH2:12][CH2:13][CH2:14][NH2:15].[C:16]1([CH2:22][CH:23]=O)[CH:21]=[CH:20][CH:19]=[CH:18][CH:17]=1. (7) Given the product [Cl:21][C:22]1[CH:23]=[CH:24][C:25]([C:28]2[CH:33]=[CH:32][C:31]([NH:34][C:16](=[O:20])[C:17]#[CH:18])=[CH:30][CH:29]=2)=[CH:26][CH:27]=1, predict the reactants needed to synthesize it. The reactants are: C1CCC(N=C=NC2CCCCC2)CC1.[C:16]([OH:20])(=O)[C:17]#[CH:18].[Cl:21][C:22]1[CH:27]=[CH:26][C:25]([C:28]2[CH:33]=[CH:32][C:31]([NH2:34])=[CH:30][CH:29]=2)=[CH:24][CH:23]=1. (8) Given the product [CH3:6][C@H:5]1[CH2:4][CH2:3][C@H:2]([CH3:25])[N:1]1[CH2:7][CH2:8][CH2:9][O:10][C:11]1[CH:19]=[CH:18][C:17]2[N:16]3[CH2:20][CH2:21][NH:22][C:23](=[O:24])[C:15]3=[CH:14][C:13]=2[CH:12]=1, predict the reactants needed to synthesize it. The reactants are: [N:1]1([CH2:7][CH2:8][CH2:9][O:10][C:11]2[CH:19]=[CH:18][C:17]3[N:16]4[CH2:20][CH2:21][NH:22][C:23](=[O:24])[C:15]4=[CH:14][C:13]=3[CH:12]=2)[CH2:6][CH2:5][CH2:4][CH2:3][CH2:2]1.[CH3:25][C@H]1N[C@H](C)CC1. (9) Given the product [Cl:1][C:2]1[CH:10]=[C:9]2[C:5]([C:6]([C:11]([N:13]3[CH2:18][CH2:17][C:16]4([C:22]5[CH:23]=[CH:24][C:25]([F:27])=[CH:26][C:21]=5[C:20](=[O:28])[O:19]4)[CH2:15][CH2:14]3)=[O:12])=[CH:7][N:8]2[CH2:38][C:33]2[N:34]=[C:35]([CH3:37])[O:36][C:32]=2[CH:29]2[CH2:31][CH2:30]2)=[CH:4][CH:3]=1, predict the reactants needed to synthesize it. The reactants are: [Cl:1][C:2]1[CH:10]=[C:9]2[C:5]([C:6]([C:11]([N:13]3[CH2:18][CH2:17][C:16]4([C:22]5[CH:23]=[CH:24][C:25]([F:27])=[CH:26][C:21]=5[C:20](=[O:28])[O:19]4)[CH2:15][CH2:14]3)=[O:12])=[CH:7][NH:8]2)=[CH:4][CH:3]=1.[CH:29]1([C:32]2[O:36][C:35]([CH3:37])=[N:34][C:33]=2[CH2:38]OS(C)(=O)=O)[CH2:31][CH2:30]1. (10) Given the product [CH3:32][NH:31][C:29]([C:9]1[C:10]2[CH:15]=[C:14]3[CH:16]=[CH:17][CH2:25][CH2:24][CH2:23][N:18]([S:19]([CH3:22])(=[O:21])=[O:20])[C:13]3=[N:12][C:11]=2[O:28][C:8]=1[C:5]1[CH:4]=[CH:3][C:2]([F:1])=[CH:7][CH:6]=1)=[O:30], predict the reactants needed to synthesize it. The reactants are: [F:1][C:2]1[CH:7]=[CH:6][C:5]([C:8]2[O:28][C:11]3=[N:12][C:13]([N:18]([CH2:23][CH2:24][CH2:25]C=C)[S:19]([CH3:22])(=[O:21])=[O:20])=[C:14]([CH:16]=[CH2:17])[CH:15]=[C:10]3[C:9]=2[C:29]([NH:31][CH3:32])=[O:30])=[CH:4][CH:3]=1.